Dataset: Catalyst prediction with 721,799 reactions and 888 catalyst types from USPTO. Task: Predict which catalyst facilitates the given reaction. (1) Reactant: [Na].[N+:2]([C:5]1[CH:12]=[CH:11][C:8]([C:9]#[N:10])=[CH:7][CH:6]=1)([O-:4])=[O:3].[NH2:13][CH2:14][CH:15]([CH3:18])[CH2:16]N. Product: [CH3:16][CH:15]1[CH2:14][NH:13][C:9]([C:8]2[CH:7]=[CH:6][C:5]([N+:2]([O-:4])=[O:3])=[CH:12][CH:11]=2)=[N:10][CH2:18]1. The catalyst class is: 8. (2) Reactant: Cl[C:2]1[CH:7]=[C:6]([C:8]([F:11])([F:10])[F:9])[N:5]=[C:4]([S:12][CH3:13])[N:3]=1.[CH3:14][S:15][C:16]1[CH:21]=[CH:20][C:19](B(O)O)=[CH:18][CH:17]=1.C(=O)([O-])[O-].[Na+].[Na+]. Product: [CH3:13][S:12][C:4]1[N:3]=[C:2]([C:19]2[CH:20]=[CH:21][C:16]([S:15][CH3:14])=[CH:17][CH:18]=2)[CH:7]=[C:6]([C:8]([F:11])([F:10])[F:9])[N:5]=1. The catalyst class is: 149. (3) Reactant: [NH2:1][C:2]1[CH:3]=[C:4](B(O)O)[CH:5]=[CH:6][CH:7]=1.Br[C:12]1[CH:13]=[CH:14][C:15]([F:21])=[C:16]([N+:18]([O-:20])=[O:19])[CH:17]=1.C(=O)(O)[O-].[Na+]. Product: [F:21][C:15]1[CH:14]=[CH:13][C:12]([C:4]2[CH:5]=[CH:6][CH:7]=[C:2]([NH2:1])[CH:3]=2)=[CH:17][C:16]=1[N+:18]([O-:20])=[O:19]. The catalyst class is: 741.